From a dataset of Full USPTO retrosynthesis dataset with 1.9M reactions from patents (1976-2016). Predict the reactants needed to synthesize the given product. (1) Given the product [CH2:18]([O:17][C:15]([N:11]1[CH2:12][CH2:13][CH2:14][CH:8]([N:5]2[CH2:6][CH2:7][C:2]([CH3:1])([C:20]([OH:22])=[O:21])[CH2:3][CH2:4]2)[CH2:9][CH2:10]1)=[O:16])[CH3:19], predict the reactants needed to synthesize it. The reactants are: [CH3:1][C:2]1([C:20]([O:22]CC)=[O:21])[CH2:7][CH2:6][N:5]([CH:8]2[CH2:14][CH2:13][CH2:12][N:11]([C:15]([O:17][CH2:18][CH3:19])=[O:16])[CH2:10][CH2:9]2)[CH2:4][CH2:3]1.[Li+].[OH-].Cl. (2) Given the product [OH:1][C:2]1[CH:16]=[CH:15][CH:14]=[CH:13][C:3]=1[C:4]([C:6]1[CH:11]=[CH:10][CH:9]=[CH:8][C:7]=1[O:12][CH2:18][CH2:19][CH2:20][CH2:21][CH2:22][CH2:23][CH2:24][C:25]([O-:27])=[O:26])=[O:5].[Na+:32], predict the reactants needed to synthesize it. The reactants are: [OH:1][C:2]1[CH:16]=[CH:15][CH:14]=[CH:13][C:3]=1[C:4]([C:6]1[CH:11]=[CH:10][CH:9]=[CH:8][C:7]=1[OH:12])=[O:5].Br[CH2:18][CH2:19][CH2:20][CH2:21][CH2:22][CH2:23][CH2:24][C:25]([O:27]CC)=[O:26].[Na].[OH-].[Na+:32].C(=O)=O.